This data is from Reaction yield outcomes from USPTO patents with 853,638 reactions. The task is: Predict the reaction yield, written as a fraction of the theoretical maximum amount of product (1.0 means a 100% yield; for example, 0.34 means a 34% yield). (1) The reactants are Br[C:2]1[CH:7]=[CH:6][C:5]([Cl:8])=[CH:4][CH:3]=1.[N:9]1([C:15]([O:17][C:18]([CH3:21])([CH3:20])[CH3:19])=[O:16])[CH2:14][CH2:13][NH:12][CH2:11][CH2:10]1.CC([O-])(C)C.[Na+]. The catalyst is C1(C)C=CC=CC=1.C1C=CC(/C=C/C(/C=C/C2C=CC=CC=2)=O)=CC=1.C1C=CC(/C=C/C(/C=C/C2C=CC=CC=2)=O)=CC=1.C1C=CC(/C=C/C(/C=C/C2C=CC=CC=2)=O)=CC=1.[Pd].[Pd].C1C=CC(P(C2C(C3C(P(C4C=CC=CC=4)C4C=CC=CC=4)=CC=C4C=3C=CC=C4)=C3C(C=CC=C3)=CC=2)C2C=CC=CC=2)=CC=1. The product is [Cl:8][C:5]1[CH:6]=[CH:7][C:2]([N:12]2[CH2:11][CH2:10][N:9]([C:15]([O:17][C:18]([CH3:21])([CH3:20])[CH3:19])=[O:16])[CH2:14][CH2:13]2)=[CH:3][CH:4]=1. The yield is 0.460. (2) The reactants are C[O:2][C:3]([C:5]1([C:8]2[CH:9]=[CH:10][C:11]3[O:15][C:14](=[O:16])[NH:13][C:12]=3[CH:17]=2)[CH2:7][CH2:6]1)=[O:4].O[Li].O. The catalyst is CO.O. The product is [O:16]=[C:14]1[NH:13][C:12]2[CH:17]=[C:8]([C:5]3([C:3]([OH:4])=[O:2])[CH2:7][CH2:6]3)[CH:9]=[CH:10][C:11]=2[O:15]1. The yield is 0.840. (3) The reactants are Br[C:2]1[CH:3]=[CH:4][C:5]([O:9][CH3:10])=[C:6]([CH:8]=1)[NH2:7].[CH3:11][PH:12](=[O:14])[CH3:13].P([O-])([O-])([O-])=O.[K+].[K+].[K+]. The catalyst is CN(C=O)C.C([O-])(=O)C.[Pd+2].C([O-])(=O)C.CC1(C)C2C(=C(P(C3C=CC=CC=3)C3C=CC=CC=3)C=CC=2)OC2C(P(C3C=CC=CC=3)C3C=CC=CC=3)=CC=CC1=2. The product is [CH3:11][P:12]([C:2]1[CH:3]=[CH:4][C:5]([O:9][CH3:10])=[C:6]([CH:8]=1)[NH2:7])([CH3:13])=[O:14]. The yield is 0.850. (4) The reactants are C(OC([N:8]1[CH2:12][CH2:11][CH2:10][C@@H:9]1[CH2:13][NH:14][C:15]1[CH:20]=[CH:19][C:18]([O:21][C:22]2[CH:27]=[CH:26][CH:25]=[CH:24][CH:23]=2)=[CH:17][CH:16]=1)=O)(C)(C)C.Cl. The catalyst is O1CCOCC1. The product is [O:21]([C:18]1[CH:19]=[CH:20][C:15]([NH:14][CH2:13][C@H:9]2[CH2:10][CH2:11][CH2:12][NH:8]2)=[CH:16][CH:17]=1)[C:22]1[CH:23]=[CH:24][CH:25]=[CH:26][CH:27]=1. The yield is 0.940. (5) The catalyst is CS(C)=O. The reactants are [NH:1]1[CH2:6][CH2:5][O:4][CH2:3][CH2:2]1.[Br:7][C:8]1[CH:15]=[CH:14][C:11]([CH2:12]Br)=[CH:10][CH:9]=1. The product is [Br:7][C:8]1[CH:15]=[CH:14][C:11]([CH2:12][N:1]2[CH2:6][CH2:5][O:4][CH2:3][CH2:2]2)=[CH:10][CH:9]=1. The yield is 0.870. (6) The reactants are [N+:1]([CH2:4][C:5]([O:7][CH2:8][CH3:9])=[O:6])([O-:3])=[O:2].[CH2:10]([O:12][CH:13](OCC)OCC)[CH3:11].C(OC(=O)C)(=O)C. No catalyst specified. The product is [CH2:10]([O:12]/[CH:13]=[C:4](\[N+:1]([O-:3])=[O:2])/[C:5]([O:7][CH2:8][CH3:9])=[O:6])[CH3:11]. The yield is 0.820.